This data is from Catalyst prediction with 721,799 reactions and 888 catalyst types from USPTO. The task is: Predict which catalyst facilitates the given reaction. (1) Reactant: [Cl:1][C:2]1[CH:3]=[C:4]([N:12]2[CH2:17][CH2:16][N:15]([CH2:18][CH2:19][C:20]3[CH:25]=[CH:24][CH:23]=[CH:22][CH:21]=3)[CH2:14][CH2:13]2)[CH:5]=[CH:6][C:7]=1[O:8]COC.CC(O)C.Cl.C(=O)([O-])O.[Na+]. Product: [Cl:1][C:2]1[CH:3]=[C:4]([N:12]2[CH2:13][CH2:14][N:15]([CH2:18][CH2:19][C:20]3[CH:21]=[CH:22][CH:23]=[CH:24][CH:25]=3)[CH2:16][CH2:17]2)[CH:5]=[CH:6][C:7]=1[OH:8]. The catalyst class is: 7. (2) Reactant: [CH2:1]([O:3][C:4]([C:6]1[S:10][C:9]([NH:11][C:12]2[CH:17]=[C:16]([CH2:18][N:19]3[CH2:24][CH2:23][N:22]([CH3:25])[CH2:21][CH2:20]3)[CH:15]=[CH:14][C:13]=2[NH2:26])=[N:8][C:7]=1[C:27]1[CH:32]=[CH:31][CH:30]=[CH:29][CH:28]=1)=[O:5])[CH3:2].[CH:33](OCC)(OCC)OCC. Product: [CH2:1]([O:3][C:4]([C:6]1[S:10][C:9]([N:11]2[C:12]3[CH:17]=[C:16]([CH2:18][N:19]4[CH2:20][CH2:21][N:22]([CH3:25])[CH2:23][CH2:24]4)[CH:15]=[CH:14][C:13]=3[N:26]=[CH:33]2)=[N:8][C:7]=1[C:27]1[CH:32]=[CH:31][CH:30]=[CH:29][CH:28]=1)=[O:5])[CH3:2]. The catalyst class is: 15.